Dataset: Reaction yield outcomes from USPTO patents with 853,638 reactions. Task: Predict the reaction yield, written as a fraction of the theoretical maximum amount of product (1.0 means a 100% yield; for example, 0.34 means a 34% yield). (1) The reactants are [Si]([O:8][CH:9]1[CH2:14][CH2:13][C:12]([CH3:19])([C:15]([O:17][CH3:18])=[O:16])[CH2:11][CH2:10]1)(C(C)(C)C)(C)C.CCCC[N+](CCCC)(CCCC)CCCC.[F-]. The product is [OH:8][CH:9]1[CH2:10][CH2:11][C:12]([CH3:19])([C:15]([O:17][CH3:18])=[O:16])[CH2:13][CH2:14]1. The yield is 0.960. The catalyst is O1CCCC1. (2) The reactants are [CH2:1]([NH2:10])[CH2:2][CH2:3][CH2:4][CH2:5][CH2:6][CH2:7][CH2:8][CH3:9].[N:11]1C=CC=CC=1.[CH3:17][CH:18]([C:22](Cl)=[O:23])[C:19](Cl)=[O:20].Cl. The catalyst is ClCCl.O. The product is [CH3:17][CH:18]([C:22]([NH2:11])=[O:23])[C:19]([NH:10][CH2:1][CH2:2][CH2:3][CH2:4][CH2:5][CH2:6][CH2:7][CH2:8][CH3:9])=[O:20]. The yield is 0.470. (3) The reactants are [F:1][C:2]([F:28])([F:27])[C:3]1[CH:20]=[CH:19][C:6]([CH2:7][NH:8][C:9](=[O:18])[C:10]2[CH:15]=[CH:14][CH:13]=[C:12]([NH2:16])[C:11]=2[OH:17])=[C:5]([N:21]2[CH2:26][CH2:25][CH2:24][CH2:23][CH2:22]2)[CH:4]=1.Cl[CH2:30][C:31](Cl)=[O:32].C([O-])([O-])=O.[K+].[K+]. The catalyst is CN(C=O)C. The product is [F:28][C:2]([F:1])([F:27])[C:3]1[CH:20]=[CH:19][C:6]([CH2:7][NH:8][C:9]([C:10]2[C:11]3[O:17][CH2:30][C:31](=[O:32])[NH:16][C:12]=3[CH:13]=[CH:14][CH:15]=2)=[O:18])=[C:5]([N:21]2[CH2:26][CH2:25][CH2:24][CH2:23][CH2:22]2)[CH:4]=1. The yield is 0.500.